This data is from Full USPTO retrosynthesis dataset with 1.9M reactions from patents (1976-2016). The task is: Predict the reactants needed to synthesize the given product. (1) Given the product [Br:1][C:2]1[CH:7]=[C:6]2[C:5](=[CH:4][CH:3]=1)[O:11][C:15]1([CH2:16][CH:17]([CH3:19])[CH2:18][CH:13]([CH3:12])[CH2:14]1)[CH2:9][C:8]2=[O:10], predict the reactants needed to synthesize it. The reactants are: [Br:1][C:2]1[CH:3]=[CH:4][C:5]([OH:11])=[C:6]([C:8](=[O:10])[CH3:9])[CH:7]=1.[CH3:12][CH:13]1[CH2:18][CH:17]([CH3:19])[CH2:16][C:15](=O)[CH2:14]1.N1CCCC1. (2) Given the product [CH2:1]([O:3][C:4](=[O:15])[CH2:5][CH2:6][CH2:7][CH2:8][C:9]1[CH:14]=[CH:13][N:12]=[CH:11][CH:10]=1)[CH3:2], predict the reactants needed to synthesize it. The reactants are: [CH2:1]([O:3][C:4](=[O:15])[CH:5]=[CH:6][CH:7]=[CH:8][C:9]1[CH:14]=[CH:13][N:12]=[CH:11][CH:10]=1)[CH3:2].[H][H]. (3) Given the product [OH:12][CH2:11][C:3]1([OH:17])[CH2:2][CH2:1][NH:7][CH2:5][CH2:4]1, predict the reactants needed to synthesize it. The reactants are: [CH2:1]([N+:7]([O-])=O)[CH2:2][CH2:3][CH2:4][CH2:5]C.C[CH2:11][O:12]C(C)=O.C[OH:17].N.